Predict the reactants needed to synthesize the given product. From a dataset of Full USPTO retrosynthesis dataset with 1.9M reactions from patents (1976-2016). Given the product [CH3:13][C:22](=[CH:8][C:7]1[CH:11]=[CH:12][CH:4]=[CH:5][CH:6]=1)[C:21]([O:24][CH3:25])=[O:23], predict the reactants needed to synthesize it. The reactants are: [N+]([C:4]1[CH:12]=[CH:11][C:7]([C:8](O)=O)=[CH:6][CH:5]=1)([O-])=O.[CH:13](=O)C1C=CC=CC=1.[C:21]([O:24][CH2:25]C)(=[O:23])[CH3:22].